Dataset: M1 muscarinic receptor antagonist screen with 61,756 compounds. Task: Binary Classification. Given a drug SMILES string, predict its activity (active/inactive) in a high-throughput screening assay against a specified biological target. (1) The result is 0 (inactive). The compound is N1(CCN(CC1)c1nc2c(n3c1nnc3)cccc2)Cc1ccccc1. (2) The drug is Cl\C(Cl)=C(\NC(=O)N1CCOCC1)c1cc(F)c(cc1)C. The result is 0 (inactive). (3) The result is 0 (inactive). The drug is O1C2(CCC(CC2)C)C(=C(C1=O)C)C(=O)NC(c1cc2OCCOc2cc1)C. (4) The molecule is o1c(c(NC(=O)C(C)(C)C)c2c1cccc2)C(=O)Nc1ccc(OC)cc1. The result is 0 (inactive). (5) The compound is S(=O)(=O)(NCCC)c1ccc(CCC(=O)N2CCCCC2)cc1. The result is 0 (inactive). (6) The drug is Fc1ccc(NC(=O)c2oc3c(c2NC(=O)C2CCCC2)cccc3)cc1. The result is 0 (inactive). (7) The drug is O1CCN(CCCN(Cc2n(nnn2)C(C)(C)C)Cc2cc3c([nH]c2=O)c(ccc3)C)CC1. The result is 0 (inactive).